From a dataset of Reaction yield outcomes from USPTO patents with 853,638 reactions. Predict the reaction yield, written as a fraction of the theoretical maximum amount of product (1.0 means a 100% yield; for example, 0.34 means a 34% yield). (1) The reactants are [F:1][C:2]1[CH:10]=[C:9]2[C:5]([C:6]([C:20]3[CH:21]=[N:22][N:23]([C@@H:25]4[CH2:28][C@H:27]([C:29](O)=[O:30])[CH2:26]4)[CH:24]=3)=[CH:7][N:8]2[S:11]([C:14]2[CH:19]=[CH:18][CH:17]=[CH:16][CH:15]=2)(=[O:13])=[O:12])=[CH:4][CH:3]=1.[CH3:32][NH2:33]. No catalyst specified. The product is [F:1][C:2]1[CH:10]=[C:9]2[C:5]([C:6]([C:20]3[CH:21]=[N:22][N:23]([C@@H:25]4[CH2:26][C@H:27]([C:29]([NH:33][CH3:32])=[O:30])[CH2:28]4)[CH:24]=3)=[CH:7][N:8]2[S:11]([C:14]2[CH:19]=[CH:18][CH:17]=[CH:16][CH:15]=2)(=[O:13])=[O:12])=[CH:4][CH:3]=1. The yield is 0.960. (2) The reactants are [F:1][C:2]([F:13])([F:12])[C:3]1[CH:11]=[CH:10][C:6]([C:7]([OH:9])=O)=[CH:5][CH:4]=1.C(Cl)(=O)C(Cl)=O.[CH3:20][N:21]1[C:25]([C:26]2[CH:27]=[C:28]([CH:30]=[CH:31][C:32]=2[O:33][CH2:34][C:35]([CH3:40])([N+:37]([O-])=O)[CH3:36])[NH2:29])=[CH:24][CH:23]=[N:22]1.CCN(C(C)C)C(C)C.C(Cl)(=O)C. The catalyst is ClCCl.CO.[Zn].CN(C=O)C. The product is [NH2:37][C:35]([CH3:40])([CH3:36])[CH2:34][O:33][C:32]1[CH:31]=[CH:30][C:28]([NH:29][C:7](=[O:9])[C:6]2[CH:5]=[CH:4][C:3]([C:2]([F:1])([F:13])[F:12])=[CH:11][CH:10]=2)=[CH:27][C:26]=1[C:25]1[N:21]([CH3:20])[N:22]=[CH:23][CH:24]=1. The yield is 0.570. (3) The reactants are [Cl:1][C:2]1[CH:3]=[CH:4][C:5]2[NH:10][CH2:9][C@H:8]([CH2:11][CH2:12]O)[NH:7][C:6]=2[N:14]=1.C(N(CC)CC)C.O=P(Cl)(Cl)Cl. The catalyst is C(Cl)Cl. The product is [Cl:1][C:2]1[CH:3]=[CH:4][C:5]2[N:10]3[CH2:9][C@H:8]([CH2:11][CH2:12]3)[NH:7][C:6]=2[N:14]=1. The yield is 0.660. (4) The reactants are [C:1]([N:5]1[C:9](=[O:10])[C:8](Cl)=[C:7]([C:12]2[CH:17]=[CH:16][CH:15]=[CH:14][CH:13]=2)[S:6]1(=[O:19])=[O:18])([CH3:4])([CH3:3])[CH3:2].[Cl:20][C:21]1[C:22]([N:31]2[CH2:36][CH2:35][CH:34]([NH2:37])[CH2:33][CH2:32]2)=[N:23][CH:24]=[C:25]([C:27]([F:30])([F:29])[F:28])[CH:26]=1. The catalyst is CN(C=O)C.CCOC(C)=O. The product is [C:1]([N:5]1[C:9](=[O:10])[C:8]([NH:37][CH:34]2[CH2:33][CH2:32][N:31]([C:22]3[C:21]([Cl:20])=[CH:26][C:25]([C:27]([F:30])([F:29])[F:28])=[CH:24][N:23]=3)[CH2:36][CH2:35]2)=[C:7]([C:12]2[CH:17]=[CH:16][CH:15]=[CH:14][CH:13]=2)[S:6]1(=[O:19])=[O:18])([CH3:4])([CH3:3])[CH3:2]. The yield is 0.776. (5) The reactants are [NH2:1][C:2]1[CH:7]=[C:6]([Cl:8])[CH:5]=[CH:4][C:3]=1[S:9][CH2:10][CH2:11][C:12]([N:14]([CH3:16])[CH3:15])=[O:13].[F:17][C:18]1[CH:23]=[C:22]([F:24])[CH:21]=[CH:20][C:19]=1[S:25](Cl)(=[O:27])=[O:26]. The catalyst is N1C=CC=CC=1. The product is [Cl:8][C:6]1[CH:5]=[CH:4][C:3]([S:9][CH2:10][CH2:11][C:12]([N:14]([CH3:15])[CH3:16])=[O:13])=[C:2]([NH:1][S:25]([C:19]2[CH:20]=[CH:21][C:22]([F:24])=[CH:23][C:18]=2[F:17])(=[O:27])=[O:26])[CH:7]=1. The yield is 0.720. (6) The reactants are [Br:1][C:2]1[CH:3]=[C:4]([C:8]2[N:9]=[C:10]([CH:13]([NH2:20])[CH2:14][CH2:15][CH2:16][CH:17]([CH3:19])[CH3:18])[NH:11][CH:12]=2)[CH:5]=[CH:6][CH:7]=1.[C:21]1(=O)[CH2:26][CH2:25][CH2:24][CH2:23][CH2:22]1. The yield is 0.380. No catalyst specified. The product is [Br:1][C:2]1[CH:3]=[C:4]([C:8]2[N:9]=[C:10]([CH:13]([NH:20][CH:21]3[CH2:26][CH2:25][CH2:24][CH2:23][CH2:22]3)[CH2:14][CH2:15][CH2:16][CH:17]([CH3:18])[CH3:19])[NH:11][CH:12]=2)[CH:5]=[CH:6][CH:7]=1. (7) The reactants are [O:1]=[C:2]1[C:7]2[CH:8]=[CH:9][CH:10]=[CH:11][C:6]=2[S:5][C:4]([C:12]2[CH:17]=[C:16]([CH:18]3[CH2:22][CH2:21][CH2:20][N:19]3C(OC(C)(C)C)=O)[CH:15]=[CH:14][N:13]=2)=[N:3]1.[F:30][C:31]([F:36])([F:35])[C:32]([OH:34])=[O:33]. No catalyst specified. The product is [F:30][C:31]([F:36])([F:35])[C:32]([OH:34])=[O:33].[NH:19]1[CH2:20][CH2:21][CH2:22][CH:18]1[C:16]1[CH:15]=[CH:14][N:13]=[C:12]([C:4]2[S:5][C:6]3[CH:11]=[CH:10][CH:9]=[CH:8][C:7]=3[C:2](=[O:1])[N:3]=2)[CH:17]=1. The yield is 0.850.